Dataset: Catalyst prediction with 721,799 reactions and 888 catalyst types from USPTO. Task: Predict which catalyst facilitates the given reaction. Reactant: [NH:1]1[C:9]2[C:4](=[CH:5][C:6]([NH:10][C:11]([C:13]3[C:14]([C:19]4[CH:24]=[CH:23][C:22]([C:25]([F:28])([F:27])[F:26])=[CH:21][CH:20]=4)=[CH:15][CH:16]=[CH:17][CH:18]=3)=[O:12])=[CH:7][CH:8]=2)[CH2:3][CH2:2]1.CS(O[CH2:34][C:35]1[N:39]=[CH:38][N:37]([C:40]([C:53]2[CH:58]=[CH:57][CH:56]=[CH:55][CH:54]=2)([C:47]2[CH:52]=[CH:51][CH:50]=[CH:49][CH:48]=2)[C:41]2[CH:46]=[CH:45][CH:44]=[CH:43][CH:42]=2)[N:36]=1)(=O)=O.C(N(CC)CC)C.C(OCC)(=O)C. Product: [F:28][C:25]([F:26])([F:27])[C:22]1[CH:21]=[CH:20][C:19]([C:14]2[C:13]([C:11]([NH:10][C:6]3[CH:5]=[C:4]4[C:9](=[CH:8][CH:7]=3)[N:1]([CH2:34][C:35]3[N:39]=[CH:38][N:37]([C:40]([C:41]5[CH:46]=[CH:45][CH:44]=[CH:43][CH:42]=5)([C:47]5[CH:48]=[CH:49][CH:50]=[CH:51][CH:52]=5)[C:53]5[CH:58]=[CH:57][CH:56]=[CH:55][CH:54]=5)[N:36]=3)[CH2:2][CH2:3]4)=[O:12])=[CH:18][CH:17]=[CH:16][CH:15]=2)=[CH:24][CH:23]=1. The catalyst class is: 18.